From a dataset of Merck oncology drug combination screen with 23,052 pairs across 39 cell lines. Regression. Given two drug SMILES strings and cell line genomic features, predict the synergy score measuring deviation from expected non-interaction effect. (1) Drug 1: CC(=O)OC1C(=O)C2(C)C(O)CC3OCC3(OC(C)=O)C2C(OC(=O)c2ccccc2)C2(O)CC(OC(=O)C(O)C(NC(=O)c3ccccc3)c3ccccc3)C(C)=C1C2(C)C. Drug 2: Cc1nc(Nc2ncc(C(=O)Nc3c(C)cccc3Cl)s2)cc(N2CCN(CCO)CC2)n1. Cell line: OCUBM. Synergy scores: synergy=-14.8. (2) Drug 1: CS(=O)(=O)CCNCc1ccc(-c2ccc3ncnc(Nc4ccc(OCc5cccc(F)c5)c(Cl)c4)c3c2)o1. Drug 2: O=C(O)C1(Cc2cccc(Nc3nccs3)n2)CCC(Oc2cccc(Cl)c2F)CC1. Cell line: SKMES1. Synergy scores: synergy=14.5. (3) Drug 1: O=C(CCCCCCC(=O)Nc1ccccc1)NO. Drug 2: CS(=O)(=O)CCNCc1ccc(-c2ccc3ncnc(Nc4ccc(OCc5cccc(F)c5)c(Cl)c4)c3c2)o1. Cell line: A2780. Synergy scores: synergy=6.38. (4) Drug 1: CN(C)C(=N)N=C(N)N. Drug 2: CS(=O)(=O)CCNCc1ccc(-c2ccc3ncnc(Nc4ccc(OCc5cccc(F)c5)c(Cl)c4)c3c2)o1. Cell line: SKMES1. Synergy scores: synergy=0.0780. (5) Drug 1: O=S1(=O)NC2(CN1CC(F)(F)F)C1CCC2Cc2cc(C=CCN3CCC(C(F)(F)F)CC3)ccc2C1. Drug 2: O=C(CCCCCCC(=O)Nc1ccccc1)NO. Cell line: NCIH520. Synergy scores: synergy=-6.44. (6) Drug 1: CS(=O)(=O)CCNCc1ccc(-c2ccc3ncnc(Nc4ccc(OCc5cccc(F)c5)c(Cl)c4)c3c2)o1. Drug 2: Cn1c(=O)n(-c2ccc(C(C)(C)C#N)cc2)c2c3cc(-c4cnc5ccccc5c4)ccc3ncc21. Cell line: PA1. Synergy scores: synergy=39.9. (7) Drug 1: CN(Cc1cnc2nc(N)nc(N)c2n1)c1ccc(C(=O)NC(CCC(=O)O)C(=O)O)cc1. Drug 2: O=C(NOCC(O)CO)c1ccc(F)c(F)c1Nc1ccc(I)cc1F. Cell line: MSTO. Synergy scores: synergy=-13.1.